This data is from Catalyst prediction with 721,799 reactions and 888 catalyst types from USPTO. The task is: Predict which catalyst facilitates the given reaction. (1) Reactant: [F:1][C:2]1[CH:31]=[CH:30][C:5]([C:6]([NH:8][CH2:9][C:10]2([C:26]([F:29])([F:28])[F:27])[C:15]3[CH:16]=[C:17]([N:20]4[CH:24]=[CH:23][CH:22]=[N:21]4)[CH:18]=[CH:19][C:14]=3[NH:13][C:12](=[O:25])[O:11]2)=[O:7])=[CH:4][CH:3]=1.CCCCCC. Product: [F:1][C:2]1[CH:31]=[CH:30][C:5]([C:6]([NH:8][CH2:9][C@:10]2([C:26]([F:28])([F:27])[F:29])[C:15]3[CH:16]=[C:17]([N:20]4[CH:24]=[CH:23][CH:22]=[N:21]4)[CH:18]=[CH:19][C:14]=3[NH:13][C:12](=[O:25])[O:11]2)=[O:7])=[CH:4][CH:3]=1. The catalyst class is: 8. (2) Reactant: CC([N:5]([CH:9]([CH2:19]O)[C:10]([CH3:18])([C:12]1[CH:17]=[CH:16][CH:15]=[CH:14][CH:13]=1)[CH3:11])[C:6](=[O:8])[O-:7])(C)C.C1(P([C:34]2[CH:39]=[CH:38]C=CC=2)C2C=CC=CC=2)C=CC=CC=1.[C:40]1(=[O:50])[NH:44][C:43](=[O:45])[C:42]2=[CH:46][CH:47]=[CH:48][CH:49]=[C:41]12.N(C(OCC)=O)=N[C:53](OCC)=O. Product: [O:45]=[C:43]1[C:42]2[C:41](=[CH:49][CH:48]=[CH:47][CH:46]=2)[C:40](=[O:50])[N:44]1[CH2:19][CH:9]([NH:5][C:6](=[O:8])[O:7][C:39]([CH3:38])([CH3:34])[CH3:53])[C:10]([CH3:11])([C:12]1[CH:13]=[CH:14][CH:15]=[CH:16][CH:17]=1)[CH3:18]. The catalyst class is: 36. (3) Reactant: C[N+]1(C2N=C(OC)N=C(OC)N=2)CCOCC1.[Cl-].[Cl:19][C:20]1[CH:25]=[CH:24][C:23]([OH:26])=[C:22]([NH2:27])[CH:21]=1.[C:28]([O:32][C:33]([N:35]1[CH:40]([CH3:41])[CH2:39][CH2:38][CH:37]([C:42](O)=[O:43])[CH2:36]1)=[O:34])([CH3:31])([CH3:30])[CH3:29]. Product: [Cl:19][C:20]1[CH:25]=[CH:24][C:23]([OH:26])=[C:22]([NH:27][C:42]([CH:37]2[CH2:36][N:35]([C:33]([O:32][C:28]([CH3:31])([CH3:30])[CH3:29])=[O:34])[CH:40]([CH3:41])[CH2:39][CH2:38]2)=[O:43])[CH:21]=1. The catalyst class is: 14. (4) Reactant: [NH:1]1[CH2:6][CH2:5][O:4][CH2:3][CH2:2]1.[Cl:7][C:8]1[CH:16]=[CH:15][C:11]([C:12](Cl)=[O:13])=[CH:10][N:9]=1. Product: [Cl:7][C:8]1[N:9]=[CH:10][C:11]([C:12]([N:1]2[CH2:6][CH2:5][O:4][CH2:3][CH2:2]2)=[O:13])=[CH:15][CH:16]=1. The catalyst class is: 4. (5) Reactant: [CH3:1][O:2][C:3](=[O:13])[C:4]1[CH:9]=[C:8]([OH:10])[C:7]([CH3:11])=[C:6]([OH:12])[CH:5]=1.[C:14](=O)([O-])[O-].[K+].[K+].CI. The catalyst class is: 3. Product: [CH3:1][O:2][C:3](=[O:13])[C:4]1[CH:5]=[C:6]([O:12][CH3:14])[C:7]([CH3:11])=[C:8]([OH:10])[CH:9]=1. (6) Reactant: FC(F)(F)C(O)=O.C(OC(=O)[NH:14][C:15]1[CH:16]=[N:17][C:18]([Cl:23])=[C:19]([Br:22])[C:20]=1[I:21])(C)(C)C. Product: [Br:22][C:19]1[C:20]([I:21])=[C:15]([NH2:14])[CH:16]=[N:17][C:18]=1[Cl:23]. The catalyst class is: 2. (7) Reactant: C([O:4][CH2:5][C:6]1[C:16]2[CH2:15][CH2:14][C:13]3[CH:17]=[CH:18][CH:19]=[C:20](I)[C:12]=3[C:11](=O)[C:10]=2[CH:9]=[CH:8][CH:7]=1)(=O)C.C(OCC1C2CCC3C=CC=CC=3C(=O)C=2C(I)=CC=1)(=O)C.O.O.[NH2:47][NH2:48]. Product: [N:47]1[NH:48][C:9]2[CH:8]=[CH:7][C:6]([CH2:5][OH:4])=[C:16]3[CH2:15][CH2:14][C:13]4[CH:17]=[CH:18][CH:19]=[CH:20][C:12]=4[C:11]=1[C:10]=23. The catalyst class is: 858. (8) Reactant: C(OC(=O)[NH:7][CH2:8][CH2:9][CH2:10][CH2:11][CH2:12][C:13](=[O:37])[NH:14][C:15]1[CH:20]=[CH:19][C:18]([NH:21][C:22]([NH:24][C:25](=[O:36])[C:26]2[CH:31]=[CH:30][C:29]([C:32]([CH3:35])([CH3:34])[CH3:33])=[CH:28][CH:27]=2)=[S:23])=[CH:17][CH:16]=1)(C)(C)C.[F:39][C:40]([F:45])([F:44])[C:41]([OH:43])=[O:42]. Product: [F:39][C:40]([F:45])([F:44])[C:41]([OH:43])=[O:42].[C:32]([C:29]1[CH:28]=[CH:27][C:26]([C:25]([NH:24][C:22](=[S:23])[NH:21][C:18]2[CH:19]=[CH:20][C:15]([NH:14][C:13](=[O:37])[CH2:12][CH2:11][CH2:10][CH2:9][CH2:8][NH2:7])=[CH:16][CH:17]=2)=[O:36])=[CH:31][CH:30]=1)([CH3:35])([CH3:33])[CH3:34]. The catalyst class is: 2.